From a dataset of Catalyst prediction with 721,799 reactions and 888 catalyst types from USPTO. Predict which catalyst facilitates the given reaction. (1) Reactant: [C:1]1([CH2:7][O:8][C:9]([NH:11][C:12]2([C:25]([O:27][CH3:28])=[O:26])[CH2:17][CH2:16][N:15](C(OC(C)(C)C)=O)[CH2:14][CH2:13]2)=[O:10])[CH:6]=[CH:5][CH:4]=[CH:3][CH:2]=1.C(O)(C(F)(F)F)=O. Product: [C:1]1([CH2:7][O:8][C:9]([NH:11][C:12]2([C:25]([O:27][CH3:28])=[O:26])[CH2:17][CH2:16][NH:15][CH2:14][CH2:13]2)=[O:10])[CH:6]=[CH:5][CH:4]=[CH:3][CH:2]=1. The catalyst class is: 4. (2) Reactant: F[C:2]1[N:7]=[CH:6][CH:5]=[CH:4][N:3]=1.[C:8]([N:11]1[C:20]2[C:15](=[CH:16][C:17]([N:21]3[CH2:26][CH2:25][N:24]([C:27]([O:29][C:30]([CH3:33])([CH3:32])[CH3:31])=[O:28])[CH2:23][CH2:22]3)=[CH:18][CH:19]=2)[C@H:14]([NH2:34])[C@@H:13]([CH3:35])[C@@H:12]1[CH3:36])(=[O:10])[CH3:9].CCN(C(C)C)C(C)C. Product: [C:8]([N:11]1[C:20]2[C:15](=[CH:16][C:17]([N:21]3[CH2:22][CH2:23][N:24]([C:27]([O:29][C:30]([CH3:33])([CH3:32])[CH3:31])=[O:28])[CH2:25][CH2:26]3)=[CH:18][CH:19]=2)[C@H:14]([NH:34][C:2]2[N:7]=[CH:6][CH:5]=[CH:4][N:3]=2)[C@@H:13]([CH3:35])[C@@H:12]1[CH3:36])(=[O:10])[CH3:9]. The catalyst class is: 16. (3) Reactant: [CH3:1][S:2]([C:5]1[S:6][C:7](/[C:10](=[N:13]\[S:14]([C:16]([CH3:19])([CH3:18])[CH3:17])=[O:15])/[CH2:11][CH3:12])=[CH:8][N:9]=1)(=[O:4])=[O:3].CCC(C)[BH-](C(C)CC)C(C)CC.[Li+]. Product: [CH3:1][S:2]([C:5]1[S:6][C:7]([C@@H:10]([NH:13][S:14]([C:16]([CH3:17])([CH3:19])[CH3:18])=[O:15])[CH2:11][CH3:12])=[CH:8][N:9]=1)(=[O:3])=[O:4]. The catalyst class is: 7. (4) Reactant: C(=O)([O-])[O-].[K+].[K+].Cl.C([O:10][C:11](=[O:19])[CH2:12][C@H:13]1[CH2:18][CH2:17][CH2:16][NH:15][CH2:14]1)C.Br[CH:21]([C:24]1[CH:25]=[C:26]2[C:31](=[CH:32][CH:33]=1)[C:30]([C:34]([F:37])([F:36])[F:35])=[C:29]([O:38][C@H:39]1[CH2:44][CH2:43][C@@H:42]([CH2:45][CH3:46])[CH2:41][CH2:40]1)[CH:28]=[CH:27]2)[CH2:22][CH3:23].O1CCCC1.CO.[OH-].[Na+].Cl. Product: [CH2:45]([C@@H:42]1[CH2:41][CH2:40][C@H:39]([O:38][C:29]2[C:30]([C:34]([F:35])([F:36])[F:37])=[C:31]3[C:26](=[CH:27][CH:28]=2)[CH:25]=[C:24]([CH:21]([N:15]2[CH2:16][CH2:17][CH2:18][C@H:13]([CH2:12][C:11]([OH:10])=[O:19])[CH2:14]2)[CH2:22][CH3:23])[CH:33]=[CH:32]3)[CH2:44][CH2:43]1)[CH3:46]. The catalyst class is: 39.